This data is from Forward reaction prediction with 1.9M reactions from USPTO patents (1976-2016). The task is: Predict the product of the given reaction. (1) Given the reactants [CH:1]([C:3]1[C:8]([CH3:9])=[CH:7][C:6]([C:10]([F:13])([F:12])[F:11])=[CH:5][C:4]=1[C:14]1[CH:15]=[CH:16][C:17]([C:20]([NH:22][CH2:23][CH2:24][C:25]([O:27][CH2:28][CH3:29])=[O:26])=[O:21])=[N:18][CH:19]=1)=O.[Cl:30][C:31]1[CH:36]=[C:35]([NH2:37])[CH:34]=[CH:33][C:32]=1[C:38]1[CH:43]=[CH:42][C:41]([C:44]([F:47])([F:46])[F:45])=[CH:40][CH:39]=1.CC(O)=O.[BH3-]C#N.[Na+].[NH4+].[Cl-], predict the reaction product. The product is: [Cl:30][C:31]1[CH:36]=[C:35]([NH:37][CH2:1][C:3]2[C:8]([CH3:9])=[CH:7][C:6]([C:10]([F:12])([F:13])[F:11])=[CH:5][C:4]=2[C:14]2[CH:15]=[CH:16][C:17]([C:20]([NH:22][CH2:23][CH2:24][C:25]([O:27][CH2:28][CH3:29])=[O:26])=[O:21])=[N:18][CH:19]=2)[CH:34]=[CH:33][C:32]=1[C:38]1[CH:43]=[CH:42][C:41]([C:44]([F:45])([F:46])[F:47])=[CH:40][CH:39]=1. (2) The product is: [CH3:11][O:10][C:6](=[O:9])[C:18](=[CH2:19])[CH:1]([OH:5])[CH2:2][CH2:3][CH3:4]. Given the reactants [CH2:1]([OH:5])[CH2:2][CH2:3][CH3:4].[C:6]([O:10][CH3:11])(=[O:9])C=C.C1N2[CH2:18][CH2:19]N(CC2)C1, predict the reaction product. (3) Given the reactants [CH:1]1([NH:6][C:7]2[N:12]=[C:11]([C:13]3[C:14]([C:24]4[CH:29]=[CH:28][C:27]([O:30][CH3:31])=[CH:26][CH:25]=4)=[N:15][N:16]4[C:21](Cl)=[CH:20][C:19]([Cl:23])=[CH:18][C:17]=34)[CH:10]=[CH:9][N:8]=2)[CH2:5][CH2:4][CH2:3][CH2:2]1.C(OCC)(=O)C.[CH:38]1([NH2:41])[CH2:40][CH2:39]1, predict the reaction product. The product is: [Cl:23][C:19]1[CH:20]=[C:21]([NH:41][CH:38]2[CH2:40][CH2:39]2)[N:16]2[N:15]=[C:14]([C:24]3[CH:29]=[CH:28][C:27]([O:30][CH3:31])=[CH:26][CH:25]=3)[C:13]([C:11]3[CH:10]=[CH:9][N:8]=[C:7]([NH:6][CH:1]4[CH2:5][CH2:4][CH2:3][CH2:2]4)[N:12]=3)=[C:17]2[CH:18]=1. (4) Given the reactants [OH:1][C:2]1[CH:9]=[CH:8][C:5]([CH:6]=[O:7])=[CH:4][CH:3]=1.[CH2:10](Cl)[C:11]1[CH:16]=[CH:15][CH:14]=[CH:13][CH:12]=1.C(=O)([O-])[O-].[K+].[K+], predict the reaction product. The product is: [CH2:10]([O:1][C:2]1[CH:9]=[CH:8][C:5]([CH:6]=[O:7])=[CH:4][CH:3]=1)[C:11]1[CH:16]=[CH:15][CH:14]=[CH:13][CH:12]=1.